The task is: Regression. Given a target protein amino acid sequence and a drug SMILES string, predict the binding affinity score between them. We predict pIC50 (pIC50 = -log10(IC50 in M); higher means more potent). Dataset: bindingdb_ic50.. This data is from Drug-target binding data from BindingDB using IC50 measurements. (1) The compound is O=C(N[C@@H]1COC1=O)OCc1ccccc1. The target protein (Q5KTC7) has sequence MGTPAIRAACHGAHLALALLLLLSLSDPWLWATAPGTPPLFNVSLDAAPELRWLPMLQHYDPDFVRAAVAQVIGDRVPQWILEMIGEIVQKVESFLPQPFTSEIRGICDYLNLSLAEGVLVNLAYEASAFCTSIVAQDSQGRIYHGRNLDYPFGNALRKLTADVQFVKNGQIVFTATTFVGYVGLWTGQSPHKFTISGDERDKGWWWENMIAALSLGHSPISWLIRKTLTESEDFEAAVYTLAKTPLIADVYYIVGGTSPQEGVVITRDRGGPADIWPLDPLNGAWFRVETNYDHWEPVPKRDDRRTPAIKALNATGQAHLSLETLFQVLSVFPVYNNYTIYTTVMSAAEPDKYMTMIRNPS. The pIC50 is 6.2. (2) The small molecule is C[C@H]1O[C@H](O[C@@H]2[C@@H](CO)O[C@H](O[C@@H]3[C@@H](CO)OC(O)[C@H](O)[C@H]3O)[C@H](O)[C@H]2O)[C@H](O)[C@@H](O)[C@@H]1N[C@H]1C=C(CO)[C@@H](O)[C@H](O)[C@H]1O. The target protein (B0KZK1) has sequence MAHLLLAVVAITLALSQSVFGGSPYSNPHFTGSRSVITHLMQWKFDDIAAECERFLGPKGYGGIQLSPVNEHAVLGNRPWYELYQPVGYKIQSRSGNEEQFKGMVQRCNKVGVRIYVDIVMNHMSGAQEGHGNCWFKLQWHHDVSRCSLLVPNDFHGRESCHTDNMDIKNYDNPEEARNCRLSGLRDLKQSSEYVRQKQADFLNHLIDLGVAGSRSDASKHMWPGDLEAIYGKLHNLNTAYFPANSRPFIYHEVIYYGGDGIKSSDYTKLGRAIEFHFYRDIANVVRRHNQLKTVKNFGQPWGMVPSDDALVMVDSHDLQRFHTGQVGVNINYFESRLLKVATAFMLAWPYGVPRVMSSYHWDQKIEDGKDKNDWIGPPSDGSGNILSVTPQPDDTCNKEWICEHRWRQIYNMVHFRNVAGNEAVSHWWDNGDYQIAFGRGSKAFIAINLQDGQGLNRKLATGLPQGTYCDLVTGNLAGGKCTGGTVTVDGSGNADINIA.... The pIC50 is 5.4. (3) The drug is Cn1c(-c2ccc(C(C)(C)C)cc2)nnc1C1(c2ccc(Cl)cc2)CCC1. The target protein (P50172) has sequence MAVMKNYLLPILVLFLAYYYYSTNEEFRPEMLQGKKVIVTGASKGIGREMAYHLSKMGAHVVLTARSEEGLQKVVSRCLELGAASAHYIAGTMEDMTFAEQFIVKAGKLMGGLDMLILNHITQTSLSLFHDDIHSVRRVMEVNFLSYVVMSTAALPMLKQSNGSIAVISSLAGKMTQPMIAPYSASKFALDGFFSTIRTELYITKVNVSITLCVLGLIDTETAMKEISGIINAQASPKEECALEIIKGTALRKSEVYYDKSPLTPILLGNPGRKIMEFFSLRYYNKDMFVSN. The pIC50 is 8.7. (4) The small molecule is CC(C)N1CCN(S(=O)(=O)c2ccc(NS(=O)(=O)c3ccc(C(F)(F)F)cc3)cc2)CC1. The target protein (Q9ERZ8) has sequence MADPGDGPRAAPGDVAEPPGDESGTSGGEAFPLSSLANLFEGEEGSSSLSPVDASRPAGPGDGRPNLRMKFQGAFRKGVPNPIDLLESTLYESSVVPGPKKAPMDSLFDYGTYRHHPSDNKRWRRKVVEKQPQSPKAPAPQPPPILKVFNRPILFDIVSRGSTADLDGLLSYLLTHKKRLTDEEFREPSTGKTCLPKALLNLSNGRNDTIPVLLDIAERTGNMREFINSPFRDIYYRGQTALHIAIERRCKHYVELLVAQGADVHAQARGRFFQPKDEGGYFYFGELPLSLAACTNQPHIVNYLTENPHKKADMRRQDSRGNTVLHALVAIADNTRENTKFVTKMYDLLLLKCSRLFPDSNLETVLNNDGLSPLMMAAKTGKIGVFQHIIRREVTDEDTRHLSRKFKDWAYGPVYSSLYDLSSLDTCGEEVSVLEILVYNSKIENRHEMLAVEPINELLRDKWRKFGAVSFYINVVSYLCAMVIFTLTAYYQPLEGTPPY.... The pIC50 is 5.0. (5) The drug is CC1CN(c2ccccc2)NC(=O)N1O. The target protein (P12527) has sequence MPSYTVTVATGSQWFAGTDDYIYLSLIGSAGCSEKHLLDKAFYNDFERGGRDSYDVTVDEELGEIYLVKIEKRKYRLHDDWYLKYITLKTPHDYIEFPCYRWITGEGEIVLRDGCAKLARDDQIHILKQHRRKELETRQKQYRWMEWNPGFPLSIDAKCHKDLPRDIQFDSEKGVDFVLNYSKAMENLFINRFMHMFQSSWHDFADFEKIFVKISNTISERVKNHWQEDLMFGYQFLNGCNPVLIKRCTELPKKLPVTTEMVECSLERQLSLEQEVQEGNIFIVDYELLDGIDANKTDPCTHQFLAAPICLLYKNLANKIVPIAIQLNQTPGEKNPIFLPTDSKYDWLLAKIWVRSSDFHIHQTITHLLRTHLVSEVFGIAMYRQLPAVHPLFKLLVAHVRFTIAINTKAREQLNCEYGLFDKANATGGGGHVQMVQRAVQDLTYSSLCFPEAIKARGMDNTEDIPYYFYRDDGLLVWEAIQSFTTEVVSIYYEDDQVVE.... The pIC50 is 5.2. (6) The drug is COc1ccc2c(C)cc(N3CCCCCC3)nc2c1. The target protein (Q9QUQ5) has sequence MAQFYYKRNVNAPYRDRIPLRIVRAESELSPSEKAYLNAVEKGDYASVKKSLEEAEIYFKININCIDPLGRTALLIAIENENLELIELLLSFNVYVGDALLHAIRKEVVGAVELLLNHKKPSGEKQVPPILLDKQFSEFTPDITPIILAAHTNNYEIIKLLVQKGVSVPRPHEVRCNCVECVSSSDVDSLRHSRSRLNIYKALASPSLIALSSEDPFLTAFQLSWELQELSKVENEFKSEYEELSRQCKQFAKDLLDQTRSSRELEIILNYRDDNSLIEEQSGNDLARLKLAIKYRQKEFVAQPNCQQLLASRWYDEFPGWRRRHWAVKMVTCFIIGLLFPVFSVCYLIAPKSPLGLFIRKPFIKFICHTASYLTFLFLLLLASQHIDRSDLNRQGPPPTIVEWMILPWVLGFIWGEIKQMWDGGLQDYIHDWWNLMDFVMNSLYLATISLKIVAFVKYSALNPRESWDMWHPTLVAEALFAIANIFSSLRLISLFTANS.... The pIC50 is 5.6. (7) The compound is CC(C)[C@H](NC(=O)[C@@H](N)Cc1ccc(O)cc1)C(=O)N[C@@H](C)C(=O)N[C@@H](CCC(=O)O)C(=O)O. The target protein (P09610) has sequence MLSRLFRMHGLFVASHPWEVIVGTVTLTICMMSMNMFTGNNKICGWNYECPKFEEDVLSSDIIILTITRCIAILYIYFQFQNLRQLGSKYILGIAGLFTIFSSFVFSTVVIHFLDKELTGLNEALPFFLLLIDLSRASALAKFALSSNSQDEVRENIARGMAILGPTFTLDALVECLVIGVGTMSGVRQLEIMCCFGCMSVLANYFVFMTFFPACVSLVLELSRESREGRPIWQLSHFARVLEEEENKPNPVTQRVKMIMSLGLVLVHAHSRWIADPSPQNSTTEHSKVSLGLDEDVSKRIEPSVSLWQFYLSKMISMDIEQVVTLSLAFLLAVKYIFFEQAETESTLSLKNPITSPVATPKKAPDNCCRREPVLSRRNEKLSSVEEEPGVNQDRKVEVIKPLVAETESTSRATFVLGASGGCSPVALGTQEPEIELPSEPRPNEECLQILESAEKGAKFLSDAEIIQLVNAKHIPAYKLETLMETHERGVSIRRQLLST.... The pIC50 is 4.4. (8) The small molecule is O=C(CCCc1ccccc1)NO. The target protein (Q02759) has sequence MGVYRIRVSTGDSKYAGSNNEVYLWLVGQHGEASLGKLLRPCRDSEAEFKVDVSEYLGPLLFVRVQKWHYLTDDAWFCNWISVKGPGDQGSEYMFPCYRWVQGRSILSLPEGTGCTVVEDSQGLFRKHREEELEERRSLYRWGNWKDGSILNVAAASISDLPVDQRFREDKRIEFEASQVIGVMDTVVNFPINTVTCWKSLDDFNCVFKSGHTKMAERVRNSWKEDAFFGYQFLNGANPMVLKRSTCLPARLVFPPGMEKLQAQLNKELQKGTLFEADFFLLDGIKANVILCSQQYLAAPLVMLKLMPDGQLLPIAIQLELPKTGSTPPPIFTPSDPPMDWLLAKCWVRSSDLQLHELQAHLLRGHLMAEVFAVATMRCLPSVHPVFKLLVPHLLYTMEINVRARSDLISERGFFDKAMSTGGGGHLDLLKQAGAFLTYCSLCPPDDLAERGLLDIETCFYAKDALRLWQIMNRYVVGMFNLHYKTDKAVQDDYELQSWC.... The pIC50 is 4.8. (9) The compound is COc1ccc(C(=O)NCc2cc(C(C)C)no2)cc1OC1CCN(C)CC1. The target protein (Q9GZV3) has sequence MAFHVEGLIAIIVFYLLILLVGIWAAWRTKNSGSAEERSEAIIVGGRDIGLLVGGFTMTATWVGGGYINGTAEAVYVPGYGLAWAQAPIGYSLSLILGGLFFAKPMRSKGYVTMLDPFQQIYGKRMGGLLFIPALMGEMFWAAAIFSALGATISVIIDVDMHISVIISALIATLYTLVGGLYSVAYTDVVQLFCIFVGLWISVPFALSHPAVADIGFTAVHAKYQKPWLGTVDSSEVYSWLDSFLLLMLGGIPWQAYFQRVLSSSSATYAQVLSFLAAFGCLVMAIPAILIGAIGASTDWNQTAYGLPDPKTTEEADMILPIVLQYLCPVYISFFGLGAVSAAVMSSADSSILSASSMFARNIYQLSFRQNASDKEIVWVMRITVFVFGASATAMALLTKTVYGLWYLSSDLVYIVIFPQLLCVLFVKGTNTYGAVAGYVSGLFLRITGGEPYLYLQPLIFYPGYYPDDNGIYNQKFPFKTLAMVTSFLTNICISYLAKY.... The pIC50 is 6.6.